From a dataset of Full USPTO retrosynthesis dataset with 1.9M reactions from patents (1976-2016). Predict the reactants needed to synthesize the given product. (1) The reactants are: [CH3:1][O:2][C:3]1[CH:8]=[CH:7][C:6]([N:9]2[CH2:14][CH2:13][N:12]([C:15]3[C:16]([CH3:35])=[C:17]([CH3:34])[C:18]4[O:22][C:21]([CH2:24][N:25]5[CH2:30][CH2:29][C:28](=[O:31])[CH2:27][CH2:26]5)([CH3:23])[CH2:20][C:19]=4[C:32]=3[CH3:33])[CH2:11][CH2:10]2)=[CH:5][CH:4]=1.B.[Na]. Given the product [CH3:1][O:2][C:3]1[CH:4]=[CH:5][C:6]([N:9]2[CH2:10][CH2:11][N:12]([C:15]3[C:16]([CH3:35])=[C:17]([CH3:34])[C:18]4[O:22][C:21]([CH2:24][N:25]5[CH2:30][CH2:29][CH:28]([OH:31])[CH2:27][CH2:26]5)([CH3:23])[CH2:20][C:19]=4[C:32]=3[CH3:33])[CH2:13][CH2:14]2)=[CH:7][CH:8]=1, predict the reactants needed to synthesize it. (2) The reactants are: [CH2:1]([O:8][C:9]([NH:11][C@@H:12]([CH2:17][O:18][CH:19]([CH3:21])[CH3:20])[C:13](OC)=[O:14])=[O:10])[C:2]1[CH:7]=[CH:6][CH:5]=[CH:4][CH:3]=1.[BH4-].[Na+]. Given the product [OH:14][CH2:13][C@@H:12]([NH:11][C:9](=[O:10])[O:8][CH2:1][C:2]1[CH:7]=[CH:6][CH:5]=[CH:4][CH:3]=1)[CH2:17][O:18][CH:19]([CH3:20])[CH3:21], predict the reactants needed to synthesize it. (3) Given the product [CH:16]1([N:8]([C:6]2[C:5]([N+:21]([O-:23])=[O:22])=[CH:4][N:3]=[C:2]([N:30]3[CH2:34][CH2:33][CH2:32][CH2:31]3)[N:7]=2)[C@H:9]([CH2:14][CH3:15])[C:10]([O:12][CH3:13])=[O:11])[CH2:20][CH2:19][CH2:18][CH2:17]1, predict the reactants needed to synthesize it. The reactants are: Cl[C:2]1[N:7]=[C:6]([N:8]([CH:16]2[CH2:20][CH2:19][CH2:18][CH2:17]2)[C@H:9]([CH2:14][CH3:15])[C:10]([O:12][CH3:13])=[O:11])[C:5]([N+:21]([O-:23])=[O:22])=[CH:4][N:3]=1.C([O-])([O-])=O.[Na+].[Na+].[NH:30]1[CH2:34][CH2:33][CH2:32][CH2:31]1. (4) Given the product [CH3:35][O:34][C:30]1[CH:29]=[C:28]([NH:27][CH:20]([C:21]2[CH:26]=[CH:25][CH:24]=[CH:23][CH:22]=2)[C:18]([C:15]2[C:12]3[CH2:13][CH2:14][N:9]([CH3:8])[CH2:10][C:11]=3[S:17][CH:16]=2)=[O:19])[CH:33]=[CH:32][CH:31]=1, predict the reactants needed to synthesize it. The reactants are: C(N(CC)CC)C.[CH3:8][N:9]1[CH2:14][CH2:13][C:12]2[C:15]([CH:18]=[O:19])=[CH:16][S:17][C:11]=2[CH2:10]1.[CH:20](=[N:27][C:28]1[CH:33]=[CH:32][CH:31]=[C:30]([O:34][CH3:35])[CH:29]=1)[C:21]1[CH:26]=[CH:25][CH:24]=[CH:23][CH:22]=1. (5) Given the product [CH3:1][O:2][C:3]([C:5]1[CH:6]=[C:7]2[CH:21]=[CH:20][S:19][C:8]2=[N:9][CH:10]=1)=[O:4], predict the reactants needed to synthesize it. The reactants are: [CH3:1][O:2][C:3]([C:5]1[CH:6]=[C:7]2[CH:21]=[CH:20][S:19][C:8]2=[N:9][C:10]=1OS(C(F)(F)F)(=O)=O)=[O:4].C(O)=O.C(N(CC)C(C)C)(C)C.O. (6) The reactants are: Cl[C:2]1[CH:3]=[CH:4][C:5]([N+:9]([O-:11])=[O:10])=[C:6]([CH:8]=1)[NH2:7].[CH3:12][NH:13][CH2:14][CH2:15][OH:16].C(=O)([O-])[O-].[K+].[K+].O. Given the product [NH2:7][C:6]1[CH:8]=[C:2]([N:13]([CH3:12])[CH2:14][CH2:15][OH:16])[CH:3]=[CH:4][C:5]=1[N+:9]([O-:11])=[O:10], predict the reactants needed to synthesize it.